Dataset: Reaction yield outcomes from USPTO patents with 853,638 reactions. Task: Predict the reaction yield, written as a fraction of the theoretical maximum amount of product (1.0 means a 100% yield; for example, 0.34 means a 34% yield). (1) The reactants are [Br:1][C:2]1[CH:3]=[N:4][C:5]([O:12][CH3:13])=[C:6]([CH:11]=1)[C:7](=[NH:10])OC.[C@@H:14]1(N)[CH2:19][CH2:18][CH2:17][CH2:16][C@H:15]1[NH2:20]. The catalyst is CCO. The product is [Br:1][C:2]1[CH:11]=[C:6]([C:7]2[NH:20][C@@H:15]3[CH2:16][CH2:17][CH2:18][CH2:19][C@H:14]3[N:10]=2)[C:5]([O:12][CH3:13])=[N:4][CH:3]=1. The yield is 0.702. (2) The reactants are [CH3:1][O:2][C:3]1[CH:4]=[C:5]([CH:24]=[CH:25][C:26]=1[O:27][CH3:28])[CH2:6][CH2:7][C:8]1[S:9][C:10]2[N:11]=[C:12]([NH2:23])[N:13]=[C:14]([N:17]3[CH2:22][CH2:21][NH:20][CH2:19][CH2:18]3)[C:15]=2[N:16]=1.[Br:29][C:30]1[CH:40]=[CH:39][C:33]([O:34][CH2:35][C:36](O)=[O:37])=[CH:32][CH:31]=1. No catalyst specified. The product is [NH2:23][C:12]1[N:13]=[C:14]([N:17]2[CH2:18][CH2:19][N:20]([C:36](=[O:37])[CH2:35][O:34][C:33]3[CH:39]=[CH:40][C:30]([Br:29])=[CH:31][CH:32]=3)[CH2:21][CH2:22]2)[C:15]2[N:16]=[C:8]([CH2:7][CH2:6][C:5]3[CH:24]=[CH:25][C:26]([O:27][CH3:28])=[C:3]([O:2][CH3:1])[CH:4]=3)[S:9][C:10]=2[N:11]=1. The yield is 0.740. (3) The reactants are CC1C=CC(S([C:11]2[N:15]3[CH:16]=[C:17]([C:19]([O:21][CH3:22])=[O:20])[N:18]=[C:14]3[S:13][N:12]=2)(=O)=O)=CC=1.[NH2:23][CH2:24][CH2:25][CH2:26][CH2:27][CH2:28][CH2:29][NH:30][S:31]([C:34]1[CH:39]=[CH:38][CH:37]=[CH:36][C:35]=1[N+:40]([O-:42])=[O:41])(=[O:33])=[O:32].C(N(CC)CC)C. The catalyst is CN(C=O)C. The product is [N+:40]([C:35]1[CH:36]=[CH:37][CH:38]=[CH:39][C:34]=1[S:31]([NH:30][CH2:29][CH2:28][CH2:27][CH2:26][CH2:25][CH2:24][NH:23][C:11]1[N:15]2[CH:16]=[C:17]([C:19]([O:21][CH3:22])=[O:20])[N:18]=[C:14]2[S:13][N:12]=1)(=[O:33])=[O:32])([O-:42])=[O:41]. The yield is 0.809. (4) The reactants are [Cl-].O[NH3+:3].[C:4](=[O:7])([O-])[OH:5].[Na+].CS(C)=O.[CH2:13]([C:17]1[N:18]=[C:19]([CH3:46])[N:20]([C:39]2[CH:44]=[CH:43][C:42]([Cl:45])=[CH:41][CH:40]=2)[C:21](=[O:38])[C:22]=1[CH2:23][C:24]1[CH:29]=[CH:28][C:27]([C:30]2[C:31]([C:36]#[N:37])=[CH:32][CH:33]=[CH:34][CH:35]=2)=[CH:26][CH:25]=1)[CH2:14][CH2:15][CH3:16]. The catalyst is O.C(OCC)(=O)C. The product is [CH2:13]([C:17]1[N:18]=[C:19]([CH3:46])[N:20]([C:39]2[CH:44]=[CH:43][C:42]([Cl:45])=[CH:41][CH:40]=2)[C:21](=[O:38])[C:22]=1[CH2:23][C:24]1[CH:25]=[CH:26][C:27]([C:30]2[CH:35]=[CH:34][CH:33]=[CH:32][C:31]=2[C:36]2[NH:3][C:4](=[O:7])[O:5][N:37]=2)=[CH:28][CH:29]=1)[CH2:14][CH2:15][CH3:16]. The yield is 0.550. (5) The reactants are [F:1][C:2]1[C:3]([CH2:24][N:25](C)[C:26](=O)OC(C)(C)C)=[CH:4][N:5]([S:14]([C:17]2[C:18]([CH3:23])=[N:19][CH:20]=[CH:21][CH:22]=2)(=[O:16])=[O:15])[C:6]=1[C:7]1[C:8]([F:13])=[N:9][CH:10]=[CH:11][CH:12]=1.C(OCC)(=O)C.Cl. The catalyst is C(OCC)(=O)C.CC(O)C. The product is [F:1][C:2]1[C:3]([CH2:24][NH:25][CH3:26])=[CH:4][N:5]([S:14]([C:17]2[C:18]([CH3:23])=[N:19][CH:20]=[CH:21][CH:22]=2)(=[O:16])=[O:15])[C:6]=1[C:7]1[C:8]([F:13])=[N:9][CH:10]=[CH:11][CH:12]=1. The yield is 0.970. (6) The reactants are [NH:1]1[C:5]2[CH2:6][CH2:7][O:8][CH2:9][C:4]=2[C:3]([C:10]([O:12][CH2:13][CH3:14])=[O:11])=[N:2]1.[Br:15][C:16]1[CH:17]=[C:18](B(O)O)[CH:19]=[CH:20][CH:21]=1. No catalyst specified. The product is [Br:15][C:16]1[CH:21]=[C:20]([N:1]2[C:5]3[CH2:6][CH2:7][O:8][CH2:9][C:4]=3[C:3]([C:10]([O:12][CH2:13][CH3:14])=[O:11])=[N:2]2)[CH:19]=[CH:18][CH:17]=1. The yield is 0.190. (7) The reactants are [Cl:1][C:2]1[CH:3]=[CH:4][N:5]2[C:10]=1[C:9](=O)[NH:8][CH:7]=[N:6]2.C(N(C(C)C)CC)(C)C.O(Cl)[Cl:22].[P+3].C(=O)(O)[O-].[Na+]. The catalyst is C1(C)C=CC=CC=1. The product is [Cl:22][C:9]1[C:10]2=[C:2]([Cl:1])[CH:3]=[CH:4][N:5]2[N:6]=[CH:7][N:8]=1. The yield is 0.670. (8) The reactants are [CH2:1]([C:8]#[N:9])[C:2]1[CH:7]=[CH:6][CH:5]=[CH:4][CH:3]=1.[NH2:10][OH:11].ON=C(N)C1C=CC=CC=1. The catalyst is CCO. The product is [OH:11][N:10]=[C:8]([NH2:9])[CH2:1][C:2]1[CH:7]=[CH:6][CH:5]=[CH:4][CH:3]=1. The yield is 0.819.